This data is from NCI-60 drug combinations with 297,098 pairs across 59 cell lines. The task is: Regression. Given two drug SMILES strings and cell line genomic features, predict the synergy score measuring deviation from expected non-interaction effect. (1) Drug 1: CC1=C2C(C(=O)C3(C(CC4C(C3C(C(C2(C)C)(CC1OC(=O)C(C(C5=CC=CC=C5)NC(=O)C6=CC=CC=C6)O)O)OC(=O)C7=CC=CC=C7)(CO4)OC(=O)C)O)C)OC(=O)C. Drug 2: C#CCC(CC1=CN=C2C(=N1)C(=NC(=N2)N)N)C3=CC=C(C=C3)C(=O)NC(CCC(=O)O)C(=O)O. Cell line: HCC-2998. Synergy scores: CSS=33.9, Synergy_ZIP=-0.636, Synergy_Bliss=-3.34, Synergy_Loewe=-16.3, Synergy_HSA=-2.58. (2) Drug 1: CC1=CC2C(CCC3(C2CCC3(C(=O)C)OC(=O)C)C)C4(C1=CC(=O)CC4)C. Drug 2: CC1C(C(CC(O1)OC2CC(CC3=C2C(=C4C(=C3O)C(=O)C5=CC=CC=C5C4=O)O)(C(=O)C)O)N)O. Cell line: M14. Synergy scores: CSS=45.7, Synergy_ZIP=2.47, Synergy_Bliss=5.84, Synergy_Loewe=-31.1, Synergy_HSA=6.11. (3) Drug 1: C1=NC(=NC(=O)N1C2C(C(C(O2)CO)O)O)N. Drug 2: C1=CC=C(C=C1)NC(=O)CCCCCCC(=O)NO. Cell line: SF-295. Synergy scores: CSS=13.7, Synergy_ZIP=-0.934, Synergy_Bliss=4.45, Synergy_Loewe=2.06, Synergy_HSA=2.51. (4) Drug 1: CC1=C2C(C(=O)C3(C(CC4C(C3C(C(C2(C)C)(CC1OC(=O)C(C(C5=CC=CC=C5)NC(=O)C6=CC=CC=C6)O)O)OC(=O)C7=CC=CC=C7)(CO4)OC(=O)C)O)C)OC(=O)C. Drug 2: CC1CCC2CC(C(=CC=CC=CC(CC(C(=O)C(C(C(=CC(C(=O)CC(OC(=O)C3CCCCN3C(=O)C(=O)C1(O2)O)C(C)CC4CCC(C(C4)OC)OCCO)C)C)O)OC)C)C)C)OC. Cell line: ACHN. Synergy scores: CSS=11.3, Synergy_ZIP=-1.57, Synergy_Bliss=1.79, Synergy_Loewe=1.93, Synergy_HSA=1.30. (5) Drug 1: CN(C)N=NC1=C(NC=N1)C(=O)N. Drug 2: N.N.Cl[Pt+2]Cl. Cell line: CAKI-1. Synergy scores: CSS=9.82, Synergy_ZIP=-3.91, Synergy_Bliss=-0.467, Synergy_Loewe=3.07, Synergy_HSA=3.45. (6) Drug 1: CCC1=C2CN3C(=CC4=C(C3=O)COC(=O)C4(CC)O)C2=NC5=C1C=C(C=C5)O. Drug 2: C1=NC2=C(N1)C(=S)N=CN2. Cell line: K-562. Synergy scores: CSS=57.4, Synergy_ZIP=-1.50, Synergy_Bliss=-1.62, Synergy_Loewe=-7.40, Synergy_HSA=1.18. (7) Drug 1: C1CCC(C1)C(CC#N)N2C=C(C=N2)C3=C4C=CNC4=NC=N3. Drug 2: CCC(=C(C1=CC=CC=C1)C2=CC=C(C=C2)OCCN(C)C)C3=CC=CC=C3.C(C(=O)O)C(CC(=O)O)(C(=O)O)O. Cell line: RXF 393. Synergy scores: CSS=3.74, Synergy_ZIP=-0.459, Synergy_Bliss=2.16, Synergy_Loewe=-0.180, Synergy_HSA=-0.0189. (8) Drug 1: C1=CC(=CC=C1CCC2=CNC3=C2C(=O)NC(=N3)N)C(=O)NC(CCC(=O)O)C(=O)O. Drug 2: C1=NNC2=C1C(=O)NC=N2. Cell line: HL-60(TB). Synergy scores: CSS=70.0, Synergy_ZIP=12.1, Synergy_Bliss=12.2, Synergy_Loewe=-2.80, Synergy_HSA=9.59. (9) Drug 1: CCC1=CC2CC(C3=C(CN(C2)C1)C4=CC=CC=C4N3)(C5=C(C=C6C(=C5)C78CCN9C7C(C=CC9)(C(C(C8N6C)(C(=O)OC)O)OC(=O)C)CC)OC)C(=O)OC.C(C(C(=O)O)O)(C(=O)O)O. Drug 2: CC=C1C(=O)NC(C(=O)OC2CC(=O)NC(C(=O)NC(CSSCCC=C2)C(=O)N1)C(C)C)C(C)C. Cell line: OVCAR-8. Synergy scores: CSS=53.9, Synergy_ZIP=1.46, Synergy_Bliss=0.315, Synergy_Loewe=-7.91, Synergy_HSA=3.11.